From a dataset of TCR-epitope binding with 47,182 pairs between 192 epitopes and 23,139 TCRs. Binary Classification. Given a T-cell receptor sequence (or CDR3 region) and an epitope sequence, predict whether binding occurs between them. (1) The epitope is RQLLFVVEV. The TCR CDR3 sequence is CASSRTDQETQYF. Result: 1 (the TCR binds to the epitope). (2) The epitope is ATDALMTGY. The TCR CDR3 sequence is CASSPLAGVSDTQYF. Result: 0 (the TCR does not bind to the epitope). (3) The epitope is LLQTGIHVRVSQPSL. The TCR CDR3 sequence is CASSQEGASGETYNEQFF. Result: 1 (the TCR binds to the epitope). (4) The epitope is FLPRVFSAV. The TCR CDR3 sequence is CASSYTRSYEQYF. Result: 1 (the TCR binds to the epitope). (5) The epitope is PKYVKQNTLKLAT. The TCR CDR3 sequence is CASSDGTFTEAFF. Result: 1 (the TCR binds to the epitope). (6) The epitope is KLSYGIATV. The TCR CDR3 sequence is CASLGSASPLHF. Result: 1 (the TCR binds to the epitope). (7) The epitope is TLIGDCATV. The TCR CDR3 sequence is CATSDLAGTGAYNEQFF. Result: 1 (the TCR binds to the epitope).